Dataset: KCNQ2 potassium channel screen with 302,405 compounds. Task: Binary Classification. Given a drug SMILES string, predict its activity (active/inactive) in a high-throughput screening assay against a specified biological target. (1) The result is 0 (inactive). The drug is O(CCCCCC)c1ccc(C(CC(=O)NC)C(O)=O)cc1. (2) The drug is O=C(N)C1CCN(CC1)CCC(=O)Nc1cc2CCCc2cc1. The result is 0 (inactive). (3) The molecule is O(C(=O)C=1C(NC(=O)NC1C)C(C)C)CC. The result is 0 (inactive). (4) The molecule is S(=O)(=O)(Nc1cc(N(S(=O)(=O)C)C)ccc1)c1cc(c(OC)cc1)C. The result is 0 (inactive). (5) The result is 0 (inactive). The compound is Fc1c(NC(=O)CCN2C(=O)C3C(C4CC3C=C4)C2=O)cccc1. (6) The compound is S(=O)(=O)(Nc1nc(cc(n1)C)C)c1ccc(NC(=O)Nc2c(F)cccc2)cc1. The result is 0 (inactive). (7) The compound is S(=O)(=O)(NNC(=O)NC12CC3CC(C1)CC(C2)C3)c1ccc(NC(=O)C)cc1. The result is 0 (inactive).